From a dataset of Forward reaction prediction with 1.9M reactions from USPTO patents (1976-2016). Predict the product of the given reaction. (1) Given the reactants [C:1]([N:8]1[CH2:13][CH2:12][CH:11]([O:14][C:15]2[CH:20]=[C:19]([C:21]([F:24])([F:23])[F:22])[CH:18]=[C:17]([NH2:25])[CH:16]=2)[CH2:10][CH2:9]1)([O:3][C:4]([CH3:7])([CH3:6])[CH3:5])=[O:2].[Cl:26][C:27]1[C:32]([C:33](Cl)=[O:34])=[CH:31][CH:30]=[CH:29][N:28]=1.C(N1CCC(OC2C=C(C(F)(F)F)C=C(NC(C3C(F)=NC=CC=3)=O)C=2)CC1)(OC(C)(C)C)=O, predict the reaction product. The product is: [C:1]([N:8]1[CH2:13][CH2:12][CH:11]([O:14][C:15]2[CH:20]=[C:19]([C:21]([F:24])([F:23])[F:22])[CH:18]=[C:17]([NH:25][C:33]([C:32]3[C:27]([Cl:26])=[N:28][CH:29]=[CH:30][CH:31]=3)=[O:34])[CH:16]=2)[CH2:10][CH2:9]1)([O:3][C:4]([CH3:7])([CH3:6])[CH3:5])=[O:2]. (2) Given the reactants [CH3:1][S:2](Cl)(=[O:4])=[O:3].CN(C=O)C.CCN(C(C)C)C(C)C.Cl.[NH2:21][CH:22]1[CH2:25][N:24]([C:26]([C:28]2[N:29]=[C:30]3[C:35]([C:36]([F:39])([F:38])[F:37])=[CH:34][C:33]([C:40]4[CH:44]=[C:43]([Br:45])[O:42][CH:41]=4)=[CH:32][N:31]3[CH:46]=2)=[O:27])[CH2:23]1, predict the reaction product. The product is: [Br:45][C:43]1[O:42][CH:41]=[C:40]([C:33]2[CH:34]=[C:35]([C:36]([F:39])([F:37])[F:38])[C:30]3[N:31]([CH:46]=[C:28]([C:26]([N:24]4[CH2:23][CH:22]([NH:21][S:2]([CH3:1])(=[O:4])=[O:3])[CH2:25]4)=[O:27])[N:29]=3)[CH:32]=2)[CH:44]=1. (3) Given the reactants [NH:1]([C:3]1[CH:12]=[CH:11][CH:10]=[C:9]2[C:4]=1[CH:5]=[CH:6][CH:7]=[N:8]2)[NH2:2].[CH:13]1([C:19]2([C:22](O)=[O:23])[CH2:21][CH2:20]2)[CH2:18][CH2:17][CH2:16][CH2:15][CH2:14]1, predict the reaction product. The product is: [CH:13]1([C:19]2([C:22]([NH:2][NH:1][C:3]3[CH:12]=[CH:11][CH:10]=[C:9]4[C:4]=3[CH:5]=[CH:6][CH:7]=[N:8]4)=[O:23])[CH2:20][CH2:21]2)[CH2:14][CH2:15][CH2:16][CH2:17][CH2:18]1. (4) Given the reactants [O:1]=[C:2]1[NH:16][C:15](=[O:17])[C:4]2([CH2:7][N:6](C(OC(C)(C)C)=O)[CH2:5]2)[NH:3]1.[ClH:18], predict the reaction product. The product is: [CH2:5]1[C:4]2([C:15](=[O:17])[NH:16][C:2](=[O:1])[NH:3]2)[CH2:7][NH:6]1.[ClH:18].